The task is: Predict which catalyst facilitates the given reaction.. This data is from Catalyst prediction with 721,799 reactions and 888 catalyst types from USPTO. (1) Reactant: C([Li])CCC.[C:6]1([C:12]2[C:16]3[CH:17]=[CH:18][CH:19]=[CH:20][C:15]=3[S:14][CH:13]=2)[CH:11]=[CH:10][CH:9]=[CH:8][CH:7]=1.[C:21]([O:25][CH2:26][CH3:27])(=[O:24])[CH:22]=[O:23].C1(C)C=CC=CC=1. Product: [OH:23][CH:22]([C:13]1[S:14][C:15]2[CH:20]=[CH:19][CH:18]=[CH:17][C:16]=2[C:12]=1[C:6]1[CH:7]=[CH:8][CH:9]=[CH:10][CH:11]=1)[C:21]([O:25][CH2:26][CH3:27])=[O:24]. The catalyst class is: 7. (2) Reactant: [F:1][C:2]1[CH:7]=[C:6]([F:8])[CH:5]=[CH:4][C:3]=1[NH:9][C:10]([NH:12][C:13]1[CH:18]=[CH:17][C:16]([O:19][C:20]2[CH:25]=[CH:24][N:23]=[C:22]3[CH:26]=[C:27]([C:29]4[N:30]([CH3:40])[C:31]([CH2:34][NH:35][CH2:36][CH2:37][O:38][CH3:39])=[CH:32][N:33]=4)[S:28][C:21]=23)=[C:15]([F:41])[CH:14]=1)=[O:11].[C:42]([O:46][C:47]([NH:49][C@@H:50]([CH:54]([CH3:56])[CH3:55])[C:51](O)=[O:52])=[O:48])([CH3:45])([CH3:44])[CH3:43].CCN(C(C)C)C(C)C.CN(C(ON1N=NC2C=CC=NC1=2)=[N+](C)C)C.F[P-](F)(F)(F)(F)F. Product: [F:1][C:2]1[CH:7]=[C:6]([F:8])[CH:5]=[CH:4][C:3]=1[NH:9][C:10](=[O:11])[NH:12][C:13]1[CH:18]=[CH:17][C:16]([O:19][C:20]2[CH:25]=[CH:24][N:23]=[C:22]3[CH:26]=[C:27]([C:29]4[N:30]([CH3:40])[C:31]([CH2:34][N:35]([CH2:36][CH2:37][O:38][CH3:39])[C:51](=[O:52])[C@@H:50]([NH:49][C:47](=[O:48])[O:46][C:42]([CH3:45])([CH3:44])[CH3:43])[CH:54]([CH3:56])[CH3:55])=[CH:32][N:33]=4)[S:28][C:21]=23)=[C:15]([F:41])[CH:14]=1. The catalyst class is: 31. (3) Reactant: C1N(P(Cl)(N2C(=O)OCC2)=O)C(=O)OC1.[OH:16][C:17]([CH:19]([C:21]1[CH:30]=[CH:29][C:24]([CH2:25][CH:26]([CH3:28])[CH3:27])=[CH:23][CH:22]=1)[CH3:20])=[O:18].O[C:32]1[CH:48]=[CH:47][C:35]([C:36]([O:38][CH2:39][CH:40]2[CH2:44][O:43][C:42]([CH3:46])([CH3:45])[O:41]2)=[O:37])=[CH:34][CH:33]=1.C(N(CC)CC)C. Product: [CH2:25]([C:24]1[CH:23]=[CH:22][C:21]([CH:19]([CH3:20])[C:17]([O:16][C:32]2[CH:48]=[CH:47][C:35]([C:36]([O:38][CH2:39][CH:40]3[CH2:44][O:43][C:42]([CH3:46])([CH3:45])[O:41]3)=[O:37])=[CH:34][CH:33]=2)=[O:18])=[CH:30][CH:29]=1)[CH:26]([CH3:27])[CH3:28]. The catalyst class is: 2. (4) Reactant: [CH3:1][S:2][C:3]1[N:8]=[C:7](Cl)[C:6]([Cl:10])=[CH:5][N:4]=1.[CH3:11][NH2:12].C1CCCCC1.C(OCC)(=O)C. Product: [CH3:1][S:2][C:3]1[N:8]=[C:7]([NH:12][CH3:11])[C:6]([Cl:10])=[CH:5][N:4]=1. The catalyst class is: 8. (5) Reactant: [CH2:1]([O:3][C:4]1[CH:13]=[C:12]([N+:14]([O-])=O)[CH:11]=[CH:10][C:5]=1[C:6]([O:8][CH3:9])=[O:7])[CH3:2].[H][H]. Product: [NH2:14][C:12]1[CH:11]=[CH:10][C:5]([C:6]([O:8][CH3:9])=[O:7])=[C:4]([O:3][CH2:1][CH3:2])[CH:13]=1. The catalyst class is: 43. (6) Reactant: C(OC(=O)[NH:7][C:8]1[CH:13]=[CH:12][C:11]([S:14][C:15]2[CH:20]=[CH:19][C:18]([C:21](=[O:30])[NH:22][C:23]3[CH:28]=[CH:27][CH:26]=[C:25]([Br:29])[CH:24]=3)=[CH:17][C:16]=2[NH:31][C:32]2[C:33]3[CH:41]=[CH:40][C:39]([CH3:42])=[N:38][C:34]=3[N:35]=[CH:36][N:37]=2)=[CH:10][CH:9]=1)(C)(C)C.[F:44][C:45]([F:50])([F:49])[C:46]([OH:48])=[O:47]. Product: [NH2:7][C:8]1[CH:13]=[CH:12][C:11]([S:14][C:15]2[CH:20]=[CH:19][C:18]([C:21]([NH:22][C:23]3[CH:28]=[CH:27][CH:26]=[C:25]([Br:29])[CH:24]=3)=[O:30])=[CH:17][C:16]=2[NH:31][C:32]2[C:33]3[CH:41]=[CH:40][C:39]([CH3:42])=[N:38][C:34]=3[N:35]=[CH:36][N:37]=2)=[CH:10][CH:9]=1.[F:44][C:45]([F:50])([F:49])[C:46]([OH:48])=[O:47]. The catalyst class is: 2.